From a dataset of Forward reaction prediction with 1.9M reactions from USPTO patents (1976-2016). Predict the product of the given reaction. (1) Given the reactants Br[CH:2]([CH3:6])[C:3](=O)[CH3:4].[C:7]([NH:10][C:11]([NH2:13])=[NH:12])(=[O:9])[CH3:8], predict the reaction product. The product is: [CH3:4][C:3]1[N:12]=[C:11]([NH:10][C:7](=[O:9])[CH3:8])[NH:13][C:2]=1[CH3:6]. (2) Given the reactants [Br:1][C:2]1[CH:3]=[C:4]([CH:47]=[O:48])[N:5]([CH2:10][C:11]2[CH:16]=[CH:15][C:14]([C:17]3[CH:22]=[CH:21][CH:20]=[CH:19][C:18]=3[C:23]3[N:27](C(C4C=CC=CC=4)(C4C=CC=CC=4)C4C=CC=CC=4)[N:26]=[N:25][N:24]=3)=[CH:13][CH:12]=2)[C:6]=1[CH2:7][CH2:8][CH3:9].Cl, predict the reaction product. The product is: [Br:1][C:2]1[CH:3]=[C:4]([CH:47]=[O:48])[N:5]([CH2:10][C:11]2[CH:16]=[CH:15][C:14]([C:17]3[CH:22]=[CH:21][CH:20]=[CH:19][C:18]=3[C:23]3[NH:27][N:26]=[N:25][N:24]=3)=[CH:13][CH:12]=2)[C:6]=1[CH2:7][CH2:8][CH3:9]. (3) Given the reactants [NH2:1][C:2]1[C:7]([C:8]2[O:12][N:11]=[C:10]([CH2:13][C:14]3[CH:19]=[CH:18][C:17]([OH:20])=[CH:16][CH:15]=3)[CH:9]=2)=[CH:6][CH:5]=[CH:4][N:3]=1.[OH-].[Na+].[F:23][C:24]1[CH:31]=[CH:30][C:27]([CH2:28]Br)=[CH:26][CH:25]=1, predict the reaction product. The product is: [F:23][C:24]1[CH:31]=[CH:30][C:27]([CH2:28][O:20][C:17]2[CH:18]=[CH:19][C:14]([CH2:13][C:10]3[CH:9]=[C:8]([C:7]4[C:2]([NH2:1])=[N:3][CH:4]=[CH:5][CH:6]=4)[O:12][N:11]=3)=[CH:15][CH:16]=2)=[CH:26][CH:25]=1. (4) Given the reactants [Br:1][C:2]1[N:7]=[C:6]([C:8](OC)=[O:9])[C:5]([OH:12])=[N:4][CH:3]=1.[NH3:13].Cl, predict the reaction product. The product is: [Br:1][C:2]1[N:7]=[C:6]([C:8]([NH2:13])=[O:9])[C:5]([OH:12])=[N:4][CH:3]=1.